From a dataset of Reaction yield outcomes from USPTO patents with 853,638 reactions. Predict the reaction yield, written as a fraction of the theoretical maximum amount of product (1.0 means a 100% yield; for example, 0.34 means a 34% yield). (1) The reactants are [CH3:1][O:2][C:3](=[O:29])[CH2:4][CH2:5][C:6](=[O:28])[C:7]1[CH:12]=[CH:11][C:10]([O:13][CH:14]2[CH2:19][CH2:18][CH2:17][CH2:16][O:15]2)=[CH:9][C:8]=1OS(C(F)(F)F)(=O)=O.[B:30]1([B:30]2[O:34][C:33]([CH3:36])([CH3:35])[C:32]([CH3:38])([CH3:37])[O:31]2)[O:34][C:33]([CH3:36])([CH3:35])[C:32]([CH3:38])([CH3:37])[O:31]1.CC([O-])=O.[K+].N#N. The catalyst is O1CCOCC1.CCOC(C)=O.C1C=CC(P(C2C=CC=CC=2)[C-]2C=CC=C2)=CC=1.C1C=CC(P(C2C=CC=CC=2)[C-]2C=CC=C2)=CC=1.Cl[Pd]Cl.[Fe+2]. The product is [CH3:1][O:2][C:3](=[O:29])[CH2:4][CH2:5][C:6](=[O:28])[C:7]1[CH:12]=[CH:11][C:10]([O:13][CH:14]2[CH2:19][CH2:18][CH2:17][CH2:16][O:15]2)=[CH:9][C:8]=1[B:30]1[O:34][C:33]([CH3:36])([CH3:35])[C:32]([CH3:38])([CH3:37])[O:31]1. The yield is 0.840. (2) The reactants are [Cl:1][C:2]1[CH:7]=[CH:6][C:5]([NH:8][C:9](=[O:20])[NH:10][C:11]2[CH:12]=[C:13](B(O)O)[CH:14]=[CH:15][CH:16]=2)=[CH:4][CH:3]=1.Br[C:22]1[CH:27]=[CH:26][N:25]=[C:24]([N:28]2[CH2:32][CH2:31][CH2:30][CH2:29]2)[CH:23]=1.C(=O)(O)[O-].[Na+]. The catalyst is COCCOC.C(OCC)(=O)C.O.C1C=CC([P]([Pd]([P](C2C=CC=CC=2)(C2C=CC=CC=2)C2C=CC=CC=2)([P](C2C=CC=CC=2)(C2C=CC=CC=2)C2C=CC=CC=2)[P](C2C=CC=CC=2)(C2C=CC=CC=2)C2C=CC=CC=2)(C2C=CC=CC=2)C2C=CC=CC=2)=CC=1. The product is [Cl:1][C:2]1[CH:7]=[CH:6][C:5]([NH:8][C:9]([NH:10][C:11]2[CH:16]=[CH:15][CH:14]=[C:13]([C:22]3[CH:27]=[CH:26][N:25]=[C:24]([N:28]4[CH2:29][CH2:30][CH2:31][CH2:32]4)[CH:23]=3)[CH:12]=2)=[O:20])=[CH:4][CH:3]=1. The yield is 0.530.